This data is from NCI-60 drug combinations with 297,098 pairs across 59 cell lines. The task is: Regression. Given two drug SMILES strings and cell line genomic features, predict the synergy score measuring deviation from expected non-interaction effect. Drug 1: C1CCC(C(C1)N)N.C(=O)(C(=O)[O-])[O-].[Pt+4]. Drug 2: B(C(CC(C)C)NC(=O)C(CC1=CC=CC=C1)NC(=O)C2=NC=CN=C2)(O)O. Cell line: DU-145. Synergy scores: CSS=77.1, Synergy_ZIP=-1.53, Synergy_Bliss=-1.38, Synergy_Loewe=-0.240, Synergy_HSA=3.01.